Dataset: Catalyst prediction with 721,799 reactions and 888 catalyst types from USPTO. Task: Predict which catalyst facilitates the given reaction. (1) Reactant: [CH2:1]([O:3][C:4]([N:6]1[CH2:11][CH2:10][N:9]([C:12](=[O:50])[C@@H:13]([NH:19][C:20]([C:22]2[CH:26]=[C:25]([O:27][CH2:28][C:29]([N:31]3[CH2:35][CH2:34][CH2:33][C@H:32]3[C:36](=[O:42])[NH:37][CH:38]3[CH2:41][CH2:40][CH2:39]3)=[O:30])[N:24]([C:43]3[CH:48]=[CH:47][CH:46]=[C:45]([F:49])[CH:44]=3)[N:23]=2)=[O:21])[CH2:14][CH2:15][C:16]([OH:18])=[O:17])[CH2:8][CH2:7]1)=[O:5])[CH3:2].C(Cl)CCl.[CH2:55]([OH:57])[CH3:56]. Product: [CH2:1]([O:3][C:4]([N:6]1[CH2:11][CH2:10][N:9]([C:12](=[O:50])[C@@H:13]([NH:19][C:20]([C:22]2[CH:26]=[C:25]([O:27][CH2:28][C:29]([N:31]3[CH2:35][CH2:34][CH2:33][C@H:32]3[C:36](=[O:42])[NH:37][CH:38]3[CH2:39][CH2:40][CH2:41]3)=[O:30])[N:24]([C:43]3[CH:48]=[CH:47][CH:46]=[C:45]([F:49])[CH:44]=3)[N:23]=2)=[O:21])[CH2:14][CH2:15][C:16]([O:18][O:57][CH2:55][CH3:56])=[O:17])[CH2:8][CH2:7]1)=[O:5])[CH3:2]. The catalyst class is: 154. (2) Reactant: [CH2:1]([O:3][C:4]#[CH:5])[CH3:2].[Li]CCCC.[CH3:11][C:12]([CH3:19])([CH2:16][CH:17]=[CH2:18])[C:13](=[O:15])[CH3:14].[NH4+].[Cl-]. Product: [CH2:4]([O:3][C:1]#[C:2][C:13]([CH3:14])([OH:15])[C:12]([CH3:19])([CH3:11])[CH2:16][CH:17]=[CH2:18])[CH3:5]. The catalyst class is: 1. (3) Reactant: [Cl:1][C:2]1[N:3]=[C:4]([NH:21][C:22]2[CH:30]=[C:29]([F:31])[CH:28]=[C:27]([F:32])[C:23]=2[C:24]([OH:26])=O)[C:5]2[CH:10]=[CH:9][N:8]([S:11]([C:14]3[CH:19]=[CH:18][C:17]([CH3:20])=[CH:16][CH:15]=3)(=[O:13])=[O:12])[C:6]=2[N:7]=1.C(Cl)(=O)C(Cl)=O. Product: [ClH:1].[Cl:1][C:2]1[N:3]2[C:4](=[N:21][C:22]3[C:23]([C:24]2=[O:26])=[C:27]([F:32])[CH:28]=[C:29]([F:31])[CH:30]=3)[C:5]2[CH:10]=[CH:9][N:8]([S:11]([C:14]3[CH:19]=[CH:18][C:17]([CH3:20])=[CH:16][CH:15]=3)(=[O:13])=[O:12])[C:6]=2[N:7]=1. The catalyst class is: 118. (4) Reactant: [Cl:1][C:2]1[N:3]=[CH:4][C:5]2[C:10]([CH:11]=1)=[C:9]([NH2:12])[CH:8]=[CH:7][CH:6]=2.[C:13]1(=O)[CH2:18][CH2:17][CH2:16][C:15](=[O:19])[CH2:14]1. Product: [Cl:1][C:2]1[N:3]=[CH:4][C:5]2[C:10]([CH:11]=1)=[C:9]([NH:12][C:13]1[CH2:18][CH2:17][CH2:16][C:15](=[O:19])[CH:14]=1)[CH:8]=[CH:7][CH:6]=2. The catalyst class is: 61. (5) Reactant: [CH2:1]([O:3][C:4](=[O:18])[CH2:5][CH2:6][CH2:7][O:8][C:9]1[CH:14]=[CH:13][C:12](Br)=[C:11]([F:16])[C:10]=1[F:17])[CH3:2].[OH:19][C:20]1[CH:21]=[C:22](B(O)O)[CH:23]=[CH:24][CH:25]=1.C([O-])([O-])=O.[Na+].[Na+].N#N. Product: [CH2:1]([O:3][C:4](=[O:18])[CH2:5][CH2:6][CH2:7][O:8][C:9]1[CH:14]=[CH:13][C:12]([C:24]2[CH:23]=[CH:22][CH:21]=[C:20]([OH:19])[CH:25]=2)=[C:11]([F:16])[C:10]=1[F:17])[CH3:2]. The catalyst class is: 77.